Dataset: Catalyst prediction with 721,799 reactions and 888 catalyst types from USPTO. Task: Predict which catalyst facilitates the given reaction. Reactant: [CH2:1]([O:3][C:4]([N:6]1[C:15]2[C:10](=[N:11][C:12]([O:16][CH3:17])=[CH:13][CH:14]=2)[C@@H:9]([NH2:18])[CH2:8][C@H:7]1[CH2:19][CH3:20])=[O:5])[CH3:2].[F:21][C:22]([F:36])([F:35])[C:23]1[CH:24]=[C:25]([CH:28]=[C:29]([C:31]([F:34])([F:33])[F:32])[CH:30]=1)[CH:26]=O.C(O[BH-](OC(=O)C)OC(=O)C)(=O)C.[Na+]. Product: [CH2:1]([O:3][C:4]([N:6]1[C:15]2[C:10](=[N:11][C:12]([O:16][CH3:17])=[CH:13][CH:14]=2)[C@@H:9]([NH:18][CH2:26][C:25]2[CH:28]=[C:29]([C:31]([F:33])([F:34])[F:32])[CH:30]=[C:23]([C:22]([F:21])([F:35])[F:36])[CH:24]=2)[CH2:8][C@H:7]1[CH2:19][CH3:20])=[O:5])[CH3:2]. The catalyst class is: 26.